Dataset: Catalyst prediction with 721,799 reactions and 888 catalyst types from USPTO. Task: Predict which catalyst facilitates the given reaction. (1) Reactant: CS(O[CH:6]([C:24]1[CH:29]=[CH:28][C:27]([Br:30])=[CH:26][CH:25]=1)[CH2:7][CH2:8][CH:9](OS(C)(=O)=O)[C:10]1[CH:15]=[CH:14][C:13]([N+:16]([O-:18])=[O:17])=[CH:12][CH:11]=1)(=O)=O.[F:31][C:32]1[CH:38]=[CH:37][C:35]([NH2:36])=[CH:34][CH:33]=1. Product: [Br:30][C:27]1[CH:28]=[CH:29][C:24]([CH:6]2[CH2:7][CH2:8][CH:9]([C:10]3[CH:15]=[CH:14][C:13]([N+:16]([O-:18])=[O:17])=[CH:12][CH:11]=3)[N:36]2[C:35]2[CH:37]=[CH:38][C:32]([F:31])=[CH:33][CH:34]=2)=[CH:25][CH:26]=1. The catalyst class is: 517. (2) Reactant: [C:1]([C:5]1[CH:30]=[CH:29][C:8]([O:9][C:10]2[CH:11]=[C:12]3[C:17](=[CH:18][CH:19]=2)[C:16]([CH2:20][CH:21]2[CH2:25][CH2:24][CH2:23][CH2:22]2)=[N:15][C:14]([C:26](O)=[O:27])=[CH:13]3)=[CH:7][CH:6]=1)([CH3:4])([CH3:3])[CH3:2].CN(C(ON1N=NC2C=CC=CC1=2)=[N+](C)C)C.F[P-](F)(F)(F)(F)F.[CH3:55][O:56][C:57](=[O:64])[C@H:58]([C:60]([CH3:63])([CH3:62])[CH3:61])[NH2:59].CCN(C(C)C)C(C)C. Product: [CH3:55][O:56][C:57](=[O:64])[C@@H:58]([NH:59][C:26]([C:14]1[N:15]=[C:16]([CH2:20][CH:21]2[CH2:22][CH2:23][CH2:24][CH2:25]2)[C:17]2[C:12]([CH:13]=1)=[CH:11][C:10]([O:9][C:8]1[CH:29]=[CH:30][C:5]([C:1]([CH3:3])([CH3:4])[CH3:2])=[CH:6][CH:7]=1)=[CH:19][CH:18]=2)=[O:27])[C:60]([CH3:63])([CH3:62])[CH3:61]. The catalyst class is: 3. (3) Reactant: [NH2:1][C:2]1[CH:7]=[CH:6][C:5]([N:8]2[C:12](=[O:13])[CH2:11][C:10]3([CH2:18][CH2:17][N:16]([C:19]([O:21][C:22]([CH3:25])([CH3:24])[CH3:23])=[O:20])[CH2:15][CH2:14]3)[CH2:9]2)=[CH:4][C:3]=1[F:26].[CH:27](OCC)(OCC)OCC.[N-:37]=[N+:38]=[N-:39].[Na+].O. Product: [F:26][C:3]1[CH:4]=[C:5]([N:8]2[C:12](=[O:13])[CH2:11][C:10]3([CH2:18][CH2:17][N:16]([C:19]([O:21][C:22]([CH3:23])([CH3:25])[CH3:24])=[O:20])[CH2:15][CH2:14]3)[CH2:9]2)[CH:6]=[CH:7][C:2]=1[N:1]1[CH:27]=[N:39][N:38]=[N:37]1. The catalyst class is: 15.